From a dataset of Full USPTO retrosynthesis dataset with 1.9M reactions from patents (1976-2016). Predict the reactants needed to synthesize the given product. Given the product [F:31][C:32]1[CH:33]=[C:34]([CH:38]=[CH:39][CH:40]=1)[C:35]([NH:23][CH2:22][C:19]1[CH:20]=[CH:21][C:16]([C:12]2[CH:11]=[C:10]3[C:15]([C:7]([C:5]4[CH:4]=[N:3][N:2]([CH3:1])[CH:6]=4)=[N:8][NH:9]3)=[CH:14][CH:13]=2)=[CH:17][CH:18]=1)=[O:36], predict the reactants needed to synthesize it. The reactants are: [CH3:1][N:2]1[CH:6]=[C:5]([C:7]2[C:15]3[C:10](=[CH:11][C:12]([C:16]4[CH:21]=[CH:20][C:19]([CH2:22][NH2:23])=[CH:18][CH:17]=4)=[CH:13][CH:14]=3)[NH:9][N:8]=2)[CH:4]=[N:3]1.C(N(CC)CC)C.[F:31][C:32]1[CH:33]=[C:34]([CH:38]=[CH:39][CH:40]=1)[C:35](Cl)=[O:36].